Dataset: Catalyst prediction with 721,799 reactions and 888 catalyst types from USPTO. Task: Predict which catalyst facilitates the given reaction. (1) Reactant: N12CCCN=C1CCCCC2.Cl[CH2:13][CH2:14][CH2:15][S:16]([NH:19][C:20]1[CH:25]=[CH:24][CH:23]=[C:22]([C:26]2[C:35]3[C:30](=[CH:31][C:32]([O:41][CH3:42])=[C:33]4[O:38][C:37]([CH3:40])([CH3:39])[CH2:36][C:34]4=3)[CH2:29][C:28]([CH3:44])([CH3:43])[N:27]=2)[CH:21]=1)(=[O:18])=[O:17].O.Cl. The catalyst class is: 11. Product: [CH3:42][O:41][C:32]1[CH:31]=[C:30]2[C:35](=[C:34]3[CH2:36][C:37]([CH3:40])([CH3:39])[O:38][C:33]=13)[C:26]([C:22]1[CH:21]=[C:20]([N:19]3[CH2:13][CH2:14][CH2:15][S:16]3(=[O:18])=[O:17])[CH:25]=[CH:24][CH:23]=1)=[N:27][C:28]([CH3:44])([CH3:43])[CH2:29]2. (2) Reactant: [F:1][C:2]1[CH:3]=[C:4]([NH:9][C:10]2[C:15]([C:16]([NH:18][C@H:19]3[CH2:23][CH2:22][N:21]([C:24]([O:26][C:27]([CH3:30])([CH3:29])[CH3:28])=[O:25])[CH2:20]3)=[O:17])=[CH:14][C:13]([F:31])=[CH:12][N:11]=2)[CH:5]=[CH:6][C:7]=1[F:8].[C:32](N1C=CN=C1)(N1C=CN=C1)=[O:33].[H-].[Na+].O. Product: [F:1][C:2]1[CH:3]=[C:4]([N:9]2[C:10]3[N:11]=[CH:12][C:13]([F:31])=[CH:14][C:15]=3[C:16](=[O:17])[N:18]([C@H:19]3[CH2:23][CH2:22][N:21]([C:24]([O:26][C:27]([CH3:28])([CH3:30])[CH3:29])=[O:25])[CH2:20]3)[C:32]2=[O:33])[CH:5]=[CH:6][C:7]=1[F:8]. The catalyst class is: 37. (3) Reactant: [CH3:1][O:2][C:3]1[CH:4]=[C:5]2[C:10](=[CH:11][CH:12]=1)[N:9]=[CH:8][CH:7]=[C:6]2[OH:13].[Br:14]N1C(=O)CCC1=O. Product: [Br:14][C:7]1[CH:8]=[N:9][C:10]2[C:5]([C:6]=1[OH:13])=[CH:4][C:3]([O:2][CH3:1])=[CH:12][CH:11]=2. The catalyst class is: 15.